Dataset: Reaction yield outcomes from USPTO patents with 853,638 reactions. Task: Predict the reaction yield, written as a fraction of the theoretical maximum amount of product (1.0 means a 100% yield; for example, 0.34 means a 34% yield). (1) The yield is 0.580. The product is [C:12]([O:11][C:9]([NH:16][CH:17]([C:19]1[C:20]([O:41][CH3:42])=[C:21]([CH:27]2[CH2:30][N:29]([C:31]([O:33][CH2:34][C:35]3[CH:40]=[CH:39][CH:38]=[CH:37][CH:36]=3)=[O:32])[CH2:28]2)[C:22]([CH3:26])=[C:23]([Cl:25])[CH:24]=1)[CH3:18])=[O:10])([CH3:13])([CH3:14])[CH3:15]. The catalyst is C1COCC1. The reactants are [C:12]([O:11][C:9](O[C:9]([O:11][C:12]([CH3:15])([CH3:14])[CH3:13])=[O:10])=[O:10])([CH3:15])([CH3:14])[CH3:13].[NH2:16][CH:17]([C:19]1[C:20]([O:41][CH3:42])=[C:21]([CH:27]2[CH2:30][N:29]([C:31]([O:33][CH2:34][C:35]3[CH:40]=[CH:39][CH:38]=[CH:37][CH:36]=3)=[O:32])[CH2:28]2)[C:22]([CH3:26])=[C:23]([Cl:25])[CH:24]=1)[CH3:18].CCN(C(C)C)C(C)C. (2) The reactants are [C:1](Cl)(Cl)=[S:2].[Br:5][C:6]1[CH:7]=[C:8]([CH:12]([C:14]2[CH:18]=[CH:17][O:16][CH:15]=2)[NH2:13])[CH:9]=[CH:10][CH:11]=1.C(=O)(O)[O-].[Na+]. The catalyst is ClCCl. The product is [Br:5][C:6]1[CH:7]=[C:8]([CH:12]([N:13]=[C:1]=[S:2])[C:14]2[CH:18]=[CH:17][O:16][CH:15]=2)[CH:9]=[CH:10][CH:11]=1. The yield is 1.00. (3) The reactants are [O-]P([O-])([O-])=O.[K+].[K+].[K+].[CH3:9][CH:10]([NH2:17])[C:11]1[CH:16]=[CH:15][CH:14]=[CH:13][CH:12]=1.I[C:19]1[CH:24]=[CH:23][CH:22]=[CH:21][CH:20]=1.C(O)CO. The catalyst is [Cu]I.CCCCCC.C(OCC)(=O)C.CC(O)C. The product is [C:19]1([NH:17][CH:10]([CH3:9])[C:11]2[CH:16]=[CH:15][CH:14]=[CH:13][CH:12]=2)[CH:24]=[CH:23][CH:22]=[CH:21][CH:20]=1. The yield is 0.730. (4) The reactants are C(OC([NH:11][C:12]1[C:13]([C:29]([NH:31][C:32]2[CH:33]=[N:34][CH:35]=[CH:36][C:37]=2[N:38]2[CH2:43][C@H:42]([CH3:44])[C@H:41]([NH:45][C:46](=[O:49])[O:47][CH3:48])[C@H:40]([NH:50]C(=O)OC(C)(C)C)[CH2:39]2)=[O:30])=[N:14][C:15]2[C:20]([CH:21]=1)=[CH:19][CH:18]=[C:17]([C:22]1[CH2:23][CH2:24][N:25]([CH3:28])[CH2:26][CH:27]=1)[CH:16]=2)=O)C1C=CC=CC=1. The catalyst is CO.[Pd]. The product is [NH2:50][C@H:40]1[C@@H:41]([NH:45][C:46](=[O:49])[O:47][CH3:48])[C@@H:42]([CH3:44])[CH2:43][N:38]([C:37]2[CH:36]=[CH:35][N:34]=[CH:33][C:32]=2[NH:31][C:29]([C:13]2[C:12]([NH2:11])=[CH:21][C:20]3[C:15](=[CH:16][C:17]([CH:22]4[CH2:27][CH2:26][N:25]([CH3:28])[CH2:24][CH2:23]4)=[CH:18][CH:19]=3)[N:14]=2)=[O:30])[CH2:39]1. The yield is 0.660.